From a dataset of Forward reaction prediction with 1.9M reactions from USPTO patents (1976-2016). Predict the product of the given reaction. (1) The product is: [F:1][C:2]1[CH:3]=[CH:4][C:5]([C:8]2[CH:9]=[CH:10][C:11]([C@@H:14]([N:16]3[CH2:21][CH2:20][C@@:19]([C:25]4[CH:26]=[CH:27][C:28]([F:31])=[CH:29][CH:30]=4)([CH2:22][CH2:23][N:36]4[CH2:37][CH2:38][C@@H:34]([F:33])[CH2:35]4)[O:18][C:17]3=[O:32])[CH3:15])=[CH:12][CH:13]=2)=[CH:6][CH:7]=1. Given the reactants [F:1][C:2]1[CH:7]=[CH:6][C:5]([C:8]2[CH:13]=[CH:12][C:11]([C@@H:14]([N:16]3[CH2:21][CH2:20][C@@:19]([C:25]4[CH:30]=[CH:29][C:28]([F:31])=[CH:27][CH:26]=4)([CH2:22][CH2:23]O)[O:18][C:17]3=[O:32])[CH3:15])=[CH:10][CH:9]=2)=[CH:4][CH:3]=1.[F:33][C@@H:34]1[CH2:38][CH2:37][NH:36][CH2:35]1, predict the reaction product. (2) Given the reactants [C:1]([O:5][C:6]([C:8]1[CH:19]=[C:18]([O:20]CC2C=CC=CC=2)[C:11]2[CH2:12][CH:13]([CH2:15][O:16][CH3:17])[O:14][C:10]=2[CH:9]=1)=[O:7])([CH3:4])([CH3:3])[CH3:2].C(OC(C1C=C(O[C:47]2[CH:52]=[CH:51][C:50]([C:53](=[O:57])[N:54]([CH3:56])[CH3:55])=[CH:49][CH:48]=2)C2CC(CO)OC=2C=1)=O)(C)(C)C.CI, predict the reaction product. The product is: [C:1]([O:5][C:6]([C:8]1[CH:19]=[C:18]([O:20][C:47]2[CH:52]=[CH:51][C:50]([C:53](=[O:57])[N:54]([CH3:55])[CH3:56])=[CH:49][CH:48]=2)[C:11]2[CH2:12][CH:13]([CH2:15][O:16][CH3:17])[O:14][C:10]=2[CH:9]=1)=[O:7])([CH3:2])([CH3:4])[CH3:3]. (3) Given the reactants [OH:1][C:2]1([C:10]2[CH:11]=[C:12]3[C:17](=[CH:18][CH:19]=2)[CH:16]=[C:15]([C:20](O)=[O:21])[CH:14]=[CH:13]3)[C:9]2[N:5]([CH:6]=[N:7][CH:8]=2)[CH2:4][CH2:3]1.C([N:25]=C=NCCCN(C)C)C.Cl.C(N(C(C)C)CC)(C)C, predict the reaction product. The product is: [OH:1][C:2]1([C:10]2[CH:11]=[C:12]3[C:17](=[CH:18][CH:19]=2)[CH:16]=[C:15]([C:20]([NH2:25])=[O:21])[CH:14]=[CH:13]3)[C:9]2[N:5]([CH:6]=[N:7][CH:8]=2)[CH2:4][CH2:3]1. (4) The product is: [N+:22]([C:19]1[CH:20]=[CH:21][C:16]([CH2:15][NH:14][CH:11]2[CH2:10][CH2:9][NH:8][CH2:13][CH2:12]2)=[N:17][CH:18]=1)([O-:24])=[O:23]. Given the reactants C(OC([N:8]1[CH2:13][CH2:12][CH:11]([NH:14][CH2:15][C:16]2[CH:21]=[CH:20][C:19]([N+:22]([O-:24])=[O:23])=[CH:18][N:17]=2)[CH2:10][CH2:9]1)=O)(C)(C)C.Cl, predict the reaction product. (5) The product is: [CH:1]1([C:4]([N:6]2[CH2:10][CH2:9][C@@H:8]([CH2:11][NH:12][C:13]3[C:14]([NH2:21])=[CH:15][C:16]([O:19][CH3:20])=[CH:17][CH:18]=3)[CH2:7]2)=[O:5])[CH2:3][CH2:2]1. Given the reactants [CH:1]1([C:4]([N:6]2[CH2:10][CH2:9][C@@H:8]([CH2:11][NH:12][C:13]3[CH:18]=[CH:17][C:16]([O:19][CH3:20])=[CH:15][C:14]=3[N+:21]([O-])=O)[CH2:7]2)=[O:5])[CH2:3][CH2:2]1, predict the reaction product.